Dataset: Forward reaction prediction with 1.9M reactions from USPTO patents (1976-2016). Task: Predict the product of the given reaction. (1) The product is: [CH:1]([NH:4][C:5]1[C:10]2[C:11]([C:43]3[CH:42]=[CH:41][CH:46]=[CH:45][N:44]=3)=[N:12][NH:13][C:9]=2[CH:8]=[CH:7][N:6]=1)([CH3:2])[CH3:3]. Given the reactants [CH:1]([NH:4][C:5]1[C:10]2[C:11]([Sn](C)(C)C)=[N:12][N:13](C(C3C=CC=CC=3)(C3C=CC=CC=3)C3C=CC=CC=3)[C:9]=2[CH:8]=[CH:7][N:6]=1)([CH3:3])[CH3:2].IC1[C:42]2[C:43](NC(C)C)=[N:44][CH:45]=[CH:46][C:41]=2N(C(C2C=CC=CC=2)(C2C=CC=CC=2)C2C=CC=CC=2)N=1.C[Sn](C)(C)[Sn](C)(C)C, predict the reaction product. (2) Given the reactants [Cl:1][C:2]1[N:7]=[C:6]([C:8]2[CH:9]=[N:10][N:11]([C:13]3([CH2:26][C:27]#[N:28])[CH2:18][CH2:17][N:16]([C:19]([O:21]C(C)(C)C)=O)[CH2:15][CH2:14]3)[CH:12]=2)[CH:5]=[CH:4][N:3]=1.Cl.C(N(CC)CC)C.[O:37]1[C:41](C(Cl)=O)=[CH:40][CH:39]=[N:38]1, predict the reaction product. The product is: [Cl:1][C:2]1[N:7]=[C:6]([C:8]2[CH:9]=[N:10][N:11]([C:13]3([CH2:26][C:27]#[N:28])[CH2:18][CH2:17][N:16]([C:19]([C:41]4[O:37][N:38]=[CH:39][CH:40]=4)=[O:21])[CH2:15][CH2:14]3)[CH:12]=2)[CH:5]=[CH:4][N:3]=1. (3) Given the reactants [C:1]([O:5][C:6]([N:8]1[CH2:18][CH:17]2[CH2:19][CH:10]([C:11]3[CH:12]=[C:13]([N+:23]([O-:25])=[O:24])[C:14]([N+:20]([O-])=O)=[CH:15][C:16]=32)[CH2:9]1)=[O:7])([CH3:4])([CH3:3])[CH3:2].[CH2:26](N)[CH2:27][CH2:28][CH3:29], predict the reaction product. The product is: [C:1]([O:5][C:6]([N:8]1[CH2:18][CH:17]2[CH2:19][CH:10]([C:11]3[CH:12]=[C:13]([N+:23]([O-:25])=[O:24])[C:14]([NH:20][CH2:26][CH2:27][CH2:28][CH3:29])=[CH:15][C:16]=32)[CH2:9]1)=[O:7])([CH3:2])([CH3:4])[CH3:3]. (4) Given the reactants [Cl:1][C:2]1[CH:3]=[C:4]([CH:8]=[CH:9][C:10]=1[F:11])[C:5](Cl)=[O:6].[CH3:12][NH:13][C:14]1[CH:15]=[N:16][CH:17]=[CH:18][C:19]=1[C:20]1[CH:25]=[CH:24][CH:23]=[CH:22][C:21]=1[CH3:26].CCN(C(C)C)C(C)C, predict the reaction product. The product is: [Cl:1][C:2]1[CH:3]=[C:4]([CH:8]=[CH:9][C:10]=1[F:11])[C:5]([N:13]([CH3:12])[C:14]1[CH:15]=[N:16][CH:17]=[CH:18][C:19]=1[C:20]1[CH:25]=[CH:24][CH:23]=[CH:22][C:21]=1[CH3:26])=[O:6]. (5) The product is: [CH2:18]([O:19][C:20]([C:22]1[CH:15]=[C:14]([C:10]2[CH:11]=[CH:12][CH:13]=[C:8]([NH:7][C:6]([O:5][C:1]([CH3:4])([CH3:3])[CH3:2])=[O:16])[CH:9]=2)[O:24][N:23]=1)=[O:21])[CH3:17]. Given the reactants [C:1]([O:5][C:6](=[O:16])[NH:7][C:8]1[CH:13]=[CH:12][CH:11]=[C:10]([C:14]#[CH:15])[CH:9]=1)([CH3:4])([CH3:3])[CH3:2].[CH3:17][CH2:18][O:19][C:20](/[C:22](/Cl)=[N:23]\[OH:24])=[O:21].C(N(CC)CC)C, predict the reaction product.